The task is: Predict the reactants needed to synthesize the given product.. This data is from Retrosynthesis with 50K atom-mapped reactions and 10 reaction types from USPTO. Given the product CC(=O)Nc1ccc2nc(CC(C)C)c(CNC(=O)OC(C)(C)C)c(-c3ccc(C)cc3)c2c1, predict the reactants needed to synthesize it. The reactants are: CC(=O)Cl.Cc1ccc(-c2c(CNC(=O)OC(C)(C)C)c(CC(C)C)nc3ccc(N)cc23)cc1.